This data is from Forward reaction prediction with 1.9M reactions from USPTO patents (1976-2016). The task is: Predict the product of the given reaction. (1) Given the reactants [CH:1]1([CH:7]([C:18]2[CH:22]=[C:21]([C:23]3[CH:28]=[CH:27][C:26]([Cl:29])=[CH:25][C:24]=3[Cl:30])[O:20][C:19]=2[CH3:31])[O:8][C:9]2[CH:17]=[CH:16][C:12]([C:13](O)=[O:14])=[CH:11][CH:10]=2)[CH2:6][CH2:5][CH2:4][CH2:3][CH2:2]1.[CH3:32][NH:33][CH2:34][CH2:35][C:36]([O:38]CC)=[O:37], predict the reaction product. The product is: [CH:1]1([CH:7]([C:18]2[CH:22]=[C:21]([C:23]3[CH:28]=[CH:27][C:26]([Cl:29])=[CH:25][C:24]=3[Cl:30])[O:20][C:19]=2[CH3:31])[O:8][C:9]2[CH:17]=[CH:16][C:12]([C:13]([N:33]([CH3:32])[CH2:34][CH2:35][C:36]([OH:38])=[O:37])=[O:14])=[CH:11][CH:10]=2)[CH2:6][CH2:5][CH2:4][CH2:3][CH2:2]1. (2) Given the reactants C1(C)C=CC(S(O)(=O)=O)=CC=1.[C:12]([C:15]1[CH:45]=[CH:44][C:18]([O:19][CH2:20][C:21]2[CH:26]=[CH:25][C:24]([CH:27]([O:37]C3CCCCO3)[C:28]3[CH:29]=[C:30]([CH:34]=[CH:35][CH:36]=3)[C:31]([OH:33])=[O:32])=[CH:23][CH:22]=2)=[C:17]([Cl:46])[C:16]=1[OH:47])(=[O:14])[CH3:13], predict the reaction product. The product is: [C:12]([C:15]1[CH:45]=[CH:44][C:18]([O:19][CH2:20][C:21]2[CH:22]=[CH:23][C:24]([CH:27]([OH:37])[C:28]3[CH:29]=[C:30]([CH:34]=[CH:35][CH:36]=3)[C:31]([OH:33])=[O:32])=[CH:25][CH:26]=2)=[C:17]([Cl:46])[C:16]=1[OH:47])(=[O:14])[CH3:13].